This data is from Peptide-MHC class II binding affinity with 134,281 pairs from IEDB. The task is: Regression. Given a peptide amino acid sequence and an MHC pseudo amino acid sequence, predict their binding affinity value. This is MHC class II binding data. (1) The peptide sequence is MERRFTSHLPVAQRG. The MHC is HLA-DQA10501-DQB10402 with pseudo-sequence HLA-DQA10501-DQB10402. The binding affinity (normalized) is 0.637. (2) The peptide sequence is DLTLPWQSGSGGVWR. The MHC is DRB5_0101 with pseudo-sequence DRB5_0101. The binding affinity (normalized) is 0.308. (3) The peptide sequence is SWLNLAAHHPLRMVL. The MHC is DRB1_1302 with pseudo-sequence DRB1_1302. The binding affinity (normalized) is 0.466. (4) The peptide sequence is MSGPMQQLTQPLQQL. The MHC is DRB1_1302 with pseudo-sequence DRB1_1302. The binding affinity (normalized) is 0.233.